This data is from Full USPTO retrosynthesis dataset with 1.9M reactions from patents (1976-2016). The task is: Predict the reactants needed to synthesize the given product. The reactants are: [C:1]([O:5][C:6]([NH:8][CH2:9][C@H:10]1[CH2:15][CH2:14][C@H:13]([C:16]([NH:18][C@@H:19]([CH2:23][C:24]2[CH:29]=[CH:28][C:27]([C:30]3[CH:35]=[CH:34][C:33]([C:36](=[O:51])[NH:37][CH:38]4[CH2:43][CH2:42][N:41]([C:44]([O:46][C:47]([CH3:50])([CH3:49])[CH3:48])=[O:45])[CH2:40][CH2:39]4)=[CH:32][C:31]=3[CH3:52])=[CH:26][CH:25]=2)[C:20](O)=[O:21])=[O:17])[CH2:12][CH2:11]1)=[O:7])([CH3:4])([CH3:3])[CH3:2].[NH2:53][C:54]1[CH:59]=[CH:58][C:57]([C:60]2[NH:64][N:63]=[C:62]([C:65]([F:74])([F:73])[C:66]([F:72])([F:71])[C:67]([O:69][CH3:70])=[O:68])[N:61]=2)=[CH:56][CH:55]=1.C(P1(=O)OP(=O)(CCC)OP(=O)(CCC)O1)CC. Given the product [C:1]([O:5][C:6]([NH:8][CH2:9][C@H:10]1[CH2:15][CH2:14][C@H:13]([C:16]([NH:18][C@H:19]([C:20](=[O:21])[NH:53][C:54]2[CH:55]=[CH:56][C:57]([C:60]3[NH:64][N:63]=[C:62]([C:65]([F:74])([F:73])[C:66]([F:72])([F:71])[C:67]([O:69][CH3:70])=[O:68])[N:61]=3)=[CH:58][CH:59]=2)[CH2:23][C:24]2[CH:29]=[CH:28][C:27]([C:30]3[CH:35]=[CH:34][C:33]([C:36]([NH:37][CH:38]4[CH2:39][CH2:40][N:41]([C:44]([O:46][C:47]([CH3:50])([CH3:49])[CH3:48])=[O:45])[CH2:42][CH2:43]4)=[O:51])=[CH:32][C:31]=3[CH3:52])=[CH:26][CH:25]=2)=[O:17])[CH2:12][CH2:11]1)=[O:7])([CH3:3])([CH3:2])[CH3:4], predict the reactants needed to synthesize it.